Task: Predict the product of the given reaction.. Dataset: Forward reaction prediction with 1.9M reactions from USPTO patents (1976-2016) (1) Given the reactants [H-].[Na+].[Br:3][C:4]1[C:5]([CH3:9])=[N:6][NH:7][CH:8]=1.CS(O[CH:15]1[CH2:20][CH2:19][N:18]([C:21]([O:23][C:24]([CH3:27])([CH3:26])[CH3:25])=[O:22])[CH2:17][CH2:16]1)(=O)=O, predict the reaction product. The product is: [Br:3][C:4]1[CH:8]=[N:7][N:6]([CH:15]2[CH2:20][CH2:19][N:18]([C:21]([O:23][C:24]([CH3:27])([CH3:26])[CH3:25])=[O:22])[CH2:17][CH2:16]2)[C:5]=1[CH3:9].[Br:3][C:4]1[C:5]([CH3:9])=[N:6][N:7]([CH:15]2[CH2:20][CH2:19][N:18]([C:21]([O:23][C:24]([CH3:27])([CH3:26])[CH3:25])=[O:22])[CH2:17][CH2:16]2)[CH:8]=1. (2) Given the reactants Cl.[CH3:2][N:3]1[CH:7]=[C:6]([C:8]2[N:13]=[C:12]([C:14]3[CH:15]=[N:16][N:17]([C:19]4([CH2:25][C:26]#[N:27])[CH2:24][CH2:23][NH:22][CH2:21][CH2:20]4)[CH:18]=3)[N:11]3[CH:28]=[CH:29][N:30]=[C:10]3[CH:9]=2)[CH:5]=[N:4]1.C(#N)C.C(N(CC)CC)C.[CH:41](=O)[CH2:42][CH3:43].[BH-](OC(C)=O)(OC(C)=O)OC(C)=O.[Na+], predict the reaction product. The product is: [CH3:2][N:3]1[CH:7]=[C:6]([C:8]2[N:13]=[C:12]([C:14]3[CH:15]=[N:16][N:17]([C:19]4([CH2:25][C:26]#[N:27])[CH2:20][CH2:21][N:22]([CH2:41][CH2:42][CH3:43])[CH2:23][CH2:24]4)[CH:18]=3)[N:11]3[CH:28]=[CH:29][N:30]=[C:10]3[CH:9]=2)[CH:5]=[N:4]1. (3) Given the reactants [F:1][C:2]1[CH:3]=[C:4]([N:15]2[CH2:19][C@H:18]([CH2:20][NH:21][C:22](=[O:24])[CH3:23])[O:17][C:16]2=[O:25])[CH:5]=[CH:6][C:7]=1[C:8]1[S:9][CH2:10][C:11](=[O:14])[NH:12][N:13]=1.[C:26](=O)([O-])[O-].[K+].[K+].IC, predict the reaction product. The product is: [F:1][C:2]1[CH:3]=[C:4]([N:15]2[CH2:19][C@H:18]([CH2:20][NH:21][C:22](=[O:24])[CH3:23])[O:17][C:16]2=[O:25])[CH:5]=[CH:6][C:7]=1[C:8]1[S:9][CH2:10][C:11](=[O:14])[N:12]([CH3:26])[N:13]=1. (4) Given the reactants C(Cl)(=O)C(Cl)=O.[O:7]1[CH2:12][CH2:11][O:10][CH2:9][CH:8]1[C:13]([OH:15])=O.Cl.[CH3:17][NH:18][O:19][CH3:20], predict the reaction product. The product is: [CH3:20][O:19][N:18]([CH3:17])[C:13]([CH:8]1[CH2:9][O:10][CH2:11][CH2:12][O:7]1)=[O:15]. (5) Given the reactants [N+:1]([O-:4])([OH:3])=[O:2].[NH2:5][C:6]1[CH:11]=[C:10]([N+:12]([O-:14])=[O:13])[CH:9]=[CH:8][C:7]=1[CH3:15].[N:16]#[C:17][NH2:18], predict the reaction product. The product is: [N+:1]([O-:4])([OH:3])=[O:2].[CH3:15][C:7]1[CH:8]=[CH:9][C:10]([N+:12]([O-:14])=[O:13])=[CH:11][C:6]=1[NH:5][C:17]([NH2:18])=[NH:16]. (6) Given the reactants [H-].[Na+].Br[C:4]1[CH:9]=[CH:8][CH:7]=[C:6]([Br:10])[N:5]=1.[F:11][C:12]([F:16])([F:15])[CH2:13][OH:14], predict the reaction product. The product is: [Br:10][C:6]1[CH:7]=[CH:8][CH:9]=[C:4]([O:14][CH2:13][C:12]([F:16])([F:15])[F:11])[N:5]=1. (7) The product is: [C:17]([O:16][C:14]([CH2:13][C:12]([NH:11][CH2:10][C:9]([OH:22])=[O:8])=[O:21])=[O:15])([CH3:20])([CH3:18])[CH3:19]. Given the reactants C([O:8][C:9](=[O:22])[CH2:10][NH:11][C:12](=[O:21])[CH2:13][C:14]([O:16][C:17]([CH3:20])([CH3:19])[CH3:18])=[O:15])C1C=CC=CC=1.[H][H], predict the reaction product.